Dataset: Full USPTO retrosynthesis dataset with 1.9M reactions from patents (1976-2016). Task: Predict the reactants needed to synthesize the given product. The reactants are: [CH:1]1([NH:4][C:5](=[O:38])[C:6]2[CH:11]=[C:10]([C:12]3[CH:13]=[C:14]4[C:19](=[CH:20][CH:21]=3)[C:18](=[O:22])[N:17]([CH2:23][C:24]3[CH:29]=[CH:28][C:27]([S:30]([CH3:33])(=[O:32])=[O:31])=[CH:26][CH:25]=3)[CH:16]=[C:15]4[CH:34]=O)[C:9]([CH3:36])=[C:8]([F:37])[CH:7]=2)[CH2:3][CH2:2]1.[OH:39][CH2:40][C@H:41]1[CH2:46][NH:45][CH2:44][CH2:43][N:42]1C(OC(C)(C)C)=O. Given the product [CH:1]1([NH:4][C:5](=[O:38])[C:6]2[CH:11]=[C:10]([C:12]3[CH:13]=[C:14]4[C:19](=[CH:20][CH:21]=3)[C:18](=[O:22])[N:17]([CH2:23][C:24]3[CH:29]=[CH:28][C:27]([S:30]([CH3:33])(=[O:31])=[O:32])=[CH:26][CH:25]=3)[CH:16]=[C:15]4[CH2:34][N:45]3[CH2:44][CH2:43][NH:42][C@@H:41]([CH2:40][OH:39])[CH2:46]3)[C:9]([CH3:36])=[C:8]([F:37])[CH:7]=2)[CH2:3][CH2:2]1, predict the reactants needed to synthesize it.